From a dataset of Full USPTO retrosynthesis dataset with 1.9M reactions from patents (1976-2016). Predict the reactants needed to synthesize the given product. (1) Given the product [N:1]1([C:17]([O:16][C:13]([CH3:15])([CH3:14])[CH3:12])=[O:18])[CH2:6][CH2:5][CH2:4][CH:3]([C:7]([O:9][CH2:10][CH3:11])=[O:8])[CH2:2]1, predict the reactants needed to synthesize it. The reactants are: [NH:1]1[CH2:6][CH2:5][CH2:4][CH:3]([C:7]([O:9][CH2:10][CH3:11])=[O:8])[CH2:2]1.[CH3:12][C:13]([O:16][C:17](O[C:17]([O:16][C:13]([CH3:15])([CH3:14])[CH3:12])=[O:18])=[O:18])([CH3:15])[CH3:14]. (2) The reactants are: [CH3:1][NH:2][CH3:3].CN(C)P(=O)(N(C)C)N(C)C.C1(C)C=CC=CC=1.[C:22]([C:25]1[CH:34]=[CH:33][C:32]2[C:27](=[CH:28][CH:29]=[C:30]([O:35][CH3:36])[CH:31]=2)[CH:26]=1)(=[O:24])[CH3:23]. Given the product [C:22]([C:25]1[CH:34]=[CH:33][C:32]2[C:27](=[CH:28][CH:29]=[C:30]([O:35][CH3:36])[CH:31]=2)[CH:26]=1)(=[O:24])[CH3:23].[C:22]([C:25]1[CH:34]=[CH:33][C:32]2[C:27](=[CH:28][CH:29]=[C:30]([N:2]([CH3:3])[CH3:1])[CH:31]=2)[CH:26]=1)(=[O:24])[CH3:23], predict the reactants needed to synthesize it. (3) Given the product [CH3:1][O:2][C:3]1[CH:8]=[CH:7][CH:6]=[CH:5][C:4]=1[N:9]1[CH2:10][CH2:11][N:12]([CH2:15][CH2:16][CH:17]=[O:18])[CH2:13][CH2:14]1, predict the reactants needed to synthesize it. The reactants are: [CH3:1][O:2][C:3]1[CH:8]=[CH:7][CH:6]=[CH:5][C:4]=1[N:9]1[CH2:14][CH2:13][N:12]([CH2:15][CH2:16][CH2:17][OH:18])[CH2:11][CH2:10]1.O=CCCCNC(=O)C1C=CC=CC=1. (4) Given the product [CH3:24][N:23]([CH3:25])[C:21]([C:4]1[N:5]([C:15]2[CH:20]=[CH:19][CH:18]=[CH:17][CH:16]=2)[C:6]2[C:11]([C:12](=[O:13])[C:3]=1[CH2:2][NH:1][C:31]([C:30]1[CH:29]=[N:28][C:27]([Cl:26])=[CH:35][CH:34]=1)=[O:32])=[CH:10][CH:9]=[C:8]([Cl:14])[CH:7]=2)=[O:22], predict the reactants needed to synthesize it. The reactants are: [NH2:1][CH2:2][C:3]1[C:12](=[O:13])[C:11]2[C:6](=[CH:7][C:8]([Cl:14])=[CH:9][CH:10]=2)[N:5]([C:15]2[CH:20]=[CH:19][CH:18]=[CH:17][CH:16]=2)[C:4]=1[C:21]([N:23]([CH3:25])[CH3:24])=[O:22].[Cl:26][C:27]1[CH:35]=[CH:34][C:30]([C:31](Cl)=[O:32])=[CH:29][N:28]=1.C(N(CC)CC)C.